Dataset: TCR-epitope binding with 47,182 pairs between 192 epitopes and 23,139 TCRs. Task: Binary Classification. Given a T-cell receptor sequence (or CDR3 region) and an epitope sequence, predict whether binding occurs between them. The epitope is NLSALGIFST. The TCR CDR3 sequence is CASSPMAEAFF. Result: 1 (the TCR binds to the epitope).